From a dataset of CYP2C9 inhibition data for predicting drug metabolism from PubChem BioAssay. Regression/Classification. Given a drug SMILES string, predict its absorption, distribution, metabolism, or excretion properties. Task type varies by dataset: regression for continuous measurements (e.g., permeability, clearance, half-life) or binary classification for categorical outcomes (e.g., BBB penetration, CYP inhibition). Dataset: cyp2c9_veith. (1) The compound is O=c1oc2cc(N=Cc3ccc4c(c3)OCO4)ccc2c2ccccc12. The result is 0 (non-inhibitor). (2) The drug is CCc1ccc2c(c1)c(N=NC1=NC(=O)CS1)c(O)n2CC. The result is 1 (inhibitor).